This data is from Cav3 T-type calcium channel HTS with 100,875 compounds. The task is: Binary Classification. Given a drug SMILES string, predict its activity (active/inactive) in a high-throughput screening assay against a specified biological target. (1) The result is 0 (inactive). The compound is O=c1n(c(=O)n(c2nc(n(c12)CCCc1ccccc1)CN1CCCCC1)C)C. (2) The molecule is S(c1n(c2ccc(cc2)C)c(nn1)c1occc1)CC(OCC)=O. The result is 0 (inactive). (3) The molecule is O1C(c2cc(c(OC)c(c2)C\C=C(/C)C)C\C=C(/C)C)CC(=O)c2c1cc(O)cc2O. The result is 0 (inactive).